Predict the reactants needed to synthesize the given product. From a dataset of Full USPTO retrosynthesis dataset with 1.9M reactions from patents (1976-2016). (1) Given the product [Br:39][CH2:40][CH2:41][CH2:42][CH2:43][N:12]([O:13][C:14]([C:27]1[CH:28]=[CH:29][CH:30]=[CH:31][CH:32]=1)([C:15]1[CH:20]=[CH:19][CH:18]=[CH:17][CH:16]=1)[C:21]1[CH:22]=[CH:23][CH:24]=[CH:25][CH:26]=1)[C:10](=[O:11])[CH2:9][S:8][C:5]1[CH:6]=[CH:7][C:2]([F:1])=[CH:3][CH:4]=1, predict the reactants needed to synthesize it. The reactants are: [F:1][C:2]1[CH:7]=[CH:6][C:5]([S:8][CH2:9][C:10]([NH:12][O:13][C:14]([C:27]2[CH:32]=[CH:31][CH:30]=[CH:29][CH:28]=2)([C:21]2[CH:26]=[CH:25][CH:24]=[CH:23][CH:22]=2)[C:15]2[CH:20]=[CH:19][CH:18]=[CH:17][CH:16]=2)=[O:11])=[CH:4][CH:3]=1.C([O-])([O-])=O.[Cs+].[Cs+].[Br:39][CH2:40][CH2:41][CH2:42][CH2:43]Br. (2) The reactants are: [Br:1][C:2]1[CH:3]=[C:4]([CH:8]=[CH:9][CH:10]=1)[C:5]([OH:7])=O.[NH:11]1[CH2:16][CH2:15][O:14][CH2:13][CH2:12]1.CCN=C=NCCCN(C)C.C1C=CC2N(O)N=NC=2C=1. Given the product [Br:1][C:2]1[CH:3]=[C:4]([C:5]([N:11]2[CH2:16][CH2:15][O:14][CH2:13][CH2:12]2)=[O:7])[CH:8]=[CH:9][CH:10]=1, predict the reactants needed to synthesize it. (3) Given the product [F:8][C:4]1[CH:5]=[CH:6][CH:7]=[C:2]([F:1])[C:3]=1[N:9]1[C:14]2[N:15]=[C:16]([N:29]3[CH2:30][CH2:31][CH:32]([N:35]4[CH2:36][CH2:37][CH:38]([CH3:41])[CH2:39][CH2:40]4)[CH2:33][CH2:34]3)[N:17]=[C:18]([C:19]3[CH:20]=[C:21]([CH:25]=[CH:26][C:27]=3[CH3:28])[C:22]([NH:77][CH2:76][C:75]([F:79])([F:78])[F:74])=[O:23])[C:13]=2[CH:12]=[CH:11][C:10]1=[O:42], predict the reactants needed to synthesize it. The reactants are: [F:1][C:2]1[CH:7]=[CH:6][CH:5]=[C:4]([F:8])[C:3]=1[N:9]1[C:14]2[N:15]=[C:16]([N:29]3[CH2:34][CH2:33][CH:32]([N:35]4[CH2:40][CH2:39][CH:38]([CH3:41])[CH2:37][CH2:36]4)[CH2:31][CH2:30]3)[N:17]=[C:18]([C:19]3[CH:20]=[C:21]([CH:25]=[CH:26][C:27]=3[CH3:28])[C:22](O)=[O:23])[C:13]=2[CH:12]=[CH:11][C:10]1=[O:42].CN(C(ON1N=NC2C=CC=CC1=2)=[N+](C)C)C.F[P-](F)(F)(F)(F)F.C(N(CC)CC)C.[F:74][C:75]([F:79])([F:78])[CH2:76][NH2:77]. (4) Given the product [CH3:8][C:7]1[C:2]([CH3:1])=[C:3]([O:9][CH3:10])[CH:4]=[CH:5][C:6]=1[S:12]([Cl:11])(=[O:14])=[O:13], predict the reactants needed to synthesize it. The reactants are: [CH3:1][C:2]1[C:7]([CH3:8])=[CH:6][CH:5]=[CH:4][C:3]=1[O:9][CH3:10].[Cl:11][S:12](Cl)(=[O:14])=[O:13]. (5) Given the product [Br:4][C:5]1[C:10]([F:11])=[C:9]([O:2][CH3:1])[CH:8]=[CH:7][C:6]=1[N+:13]([O-:15])=[O:14], predict the reactants needed to synthesize it. The reactants are: [CH3:1][O-:2].[Na+].[Br:4][C:5]1[C:10]([F:11])=[C:9](F)[CH:8]=[CH:7][C:6]=1[N+:13]([O-:15])=[O:14].